This data is from Catalyst prediction with 721,799 reactions and 888 catalyst types from USPTO. The task is: Predict which catalyst facilitates the given reaction. (1) Reactant: [CH3:1][C:2]1[CH:3]=[C:4]2[C:9](=[O:10])[O:8][C:6](=O)[C:5]2=[CH:11][CH:12]=1.Cl.[NH2:14][CH2:15][CH2:16][C:17]([O:19][CH2:20][CH3:21])=[O:18].C(N(CC)CC)C. Product: [CH3:1][C:2]1[CH:3]=[C:4]2[C:5](=[CH:11][CH:12]=1)[C:6](=[O:8])[N:14]([CH2:15][CH2:16][C:17]([O:19][CH2:20][CH3:21])=[O:18])[C:9]2=[O:10]. The catalyst class is: 179. (2) Reactant: C([O:4][C:5]1[C:16]([O:17][CH3:18])=[C:15]([NH:19][C:20](=[O:74])[C:21]2[CH:26]=[CH:25][C:24]([NH:27][C:28](=[O:67])[C:29]3[CH:34]=[CH:33][C:32]([NH:35][C:36](=[O:66])[C@@H:37]([NH:41][C:42](=[O:65])[C:43]4[CH:48]=[CH:47][C:46]([NH:49][C:50](=[O:64])/[C:51](/[CH3:63])=[CH:52]/[C:53]5[CH:58]=[CH:57][C:56]([O:59]CC=C)=[CH:55][CH:54]=5)=[CH:45][CH:44]=4)[CH2:38][C:39]#[N:40])=[CH:31][CH:30]=3)=[C:23]([O:68][CH3:69])[C:22]=2[O:70]CC=C)[CH:14]=[CH:13][C:6]=1[C:7]([O:9]CC=C)=[O:8])C=C.C1([SiH3])C=CC=CC=1.CC(O)=O. Product: [C:39]([CH2:38][C@H:37]([NH:41][C:42](=[O:65])[C:43]1[CH:48]=[CH:47][C:46]([NH:49][C:50](=[O:64])/[C:51](/[CH3:63])=[CH:52]/[C:53]2[CH:54]=[CH:55][C:56]([OH:59])=[CH:57][CH:58]=2)=[CH:45][CH:44]=1)[C:36]([NH:35][C:32]1[CH:33]=[CH:34][C:29]([C:28]([NH:27][C:24]2[CH:25]=[CH:26][C:21]([C:20]([NH:19][C:15]3[CH:14]=[CH:13][C:6]([C:7]([OH:9])=[O:8])=[C:5]([OH:4])[C:16]=3[O:17][CH3:18])=[O:74])=[C:22]([OH:70])[C:23]=2[O:68][CH3:69])=[O:67])=[CH:30][CH:31]=1)=[O:66])#[N:40]. The catalyst class is: 1. (3) Reactant: [CH2:1]([O:3][C:4]([CH2:6][N:7]([C:21]1[CH:26]=[CH:25][C:24]([N+:27]([O-])=O)=[CH:23][CH:22]=1)[S:8]([C:11]1[C:20]2[C:15](=[CH:16][CH:17]=[CH:18][CH:19]=2)[CH:14]=[CH:13][CH:12]=1)(=[O:10])=[O:9])=[O:5])[CH3:2].[H][H]. Product: [CH2:1]([O:3][C:4]([CH2:6][N:7]([C:21]1[CH:22]=[CH:23][C:24]([NH2:27])=[CH:25][CH:26]=1)[S:8]([C:11]1[C:20]2[C:15](=[CH:16][CH:17]=[CH:18][CH:19]=2)[CH:14]=[CH:13][CH:12]=1)(=[O:10])=[O:9])=[O:5])[CH3:2]. The catalyst class is: 63.